The task is: Predict the product of the given reaction.. This data is from Forward reaction prediction with 1.9M reactions from USPTO patents (1976-2016). (1) Given the reactants [Cl-].Br[C:3]1[S:7][C:6]([N:8](C)[C:9](=O)C)=[N:5][CH:4]=1.[CH2:13]([O:15][C@@H:16]([CH2:21][C:22]1[CH:27]=[CH:26][C:25](B2OC(C)(C)C(C)(C)O2)=[CH:24][CH:23]=1)[C:17]([O:19][CH3:20])=[O:18])[CH3:14].[F-].[Cs+].CO[CH2:41][CH2:42][O:43]C, predict the reaction product. The product is: [C:42]([CH2:9][NH:8][C:6]1[S:7][C:3]([C:25]2[CH:24]=[CH:23][C:22]([CH2:21][C@H:16]([O:15][CH2:13][CH3:14])[C:17]([O:19][CH3:20])=[O:18])=[CH:27][CH:26]=2)=[CH:4][N:5]=1)(=[O:43])[CH3:41]. (2) The product is: [CH3:16][C:5]1[N:6]=[C:7]2[N:8]([CH2:11][CH2:12][CH2:13][CH:14]2[OH:15])[C:9](=[O:10])[C:4]=1[CH2:3][CH2:2][N:29]1[CH2:28][CH2:27][CH:26]([C:23]2[C:22]3[CH:32]=[CH:33][C:19]([F:18])=[CH:20][C:21]=3[O:25][N:24]=2)[CH2:31][CH2:30]1. Given the reactants Cl[CH2:2][CH2:3][C:4]1[C:9](=[O:10])[N:8]2[CH2:11][CH2:12][CH2:13][CH:14]([OH:15])[C:7]2=[N:6][C:5]=1[CH3:16].Cl.[F:18][C:19]1[CH:33]=[CH:32][C:22]2[C:23]([CH:26]3[CH2:31][CH2:30][NH:29][CH2:28][CH2:27]3)=[N:24][O:25][C:21]=2[CH:20]=1.C(=O)([O-])[O-].[K+].[K+], predict the reaction product. (3) Given the reactants [Cl:1][C:2]1[CH:18]=[C:17]([Cl:19])[CH:16]=[CH:15][C:3]=1[CH2:4][NH:5][C:6]([N:8]1[CH2:14][CH:13]2[CH:10]([CH2:11][NH:12]2)[CH2:9]1)=[O:7].Br[C:21]1[N:26]=[CH:25][CH:24]=[CH:23][N:22]=1.C(N(CC)CC)C.C1C=CC(P(C2C(C3C(P(C4C=CC=CC=4)C4C=CC=CC=4)=CC=C4C=3C=CC=C4)=C3C(C=CC=C3)=CC=2)C2C=CC=CC=2)=CC=1.CC([O-])(C)C.[K+], predict the reaction product. The product is: [Cl:1][C:2]1[CH:18]=[C:17]([Cl:19])[CH:16]=[CH:15][C:3]=1[CH2:4][NH:5][C:6]([N:8]1[CH2:14][CH:13]2[CH:10]([CH2:11][N:12]2[C:21]2[N:26]=[CH:25][CH:24]=[CH:23][N:22]=2)[CH2:9]1)=[O:7].